This data is from Forward reaction prediction with 1.9M reactions from USPTO patents (1976-2016). The task is: Predict the product of the given reaction. (1) Given the reactants Cl[C:2]1[N:7]=[C:6]([C:8]([NH:10][C:11]2[C:12]([CH3:22])=[C:13]([CH:18]=[CH:19][C:20]=2[CH3:21])[C:14]([O:16][CH3:17])=[O:15])=[O:9])[C:5]([CH3:23])=[CH:4][CH:3]=1.[Cl:24][C:25]1[CH:30]=[CH:29][C:28](B(O)O)=[CH:27][CH:26]=1.C([O-])([O-])=O.[Na+].[Na+].C(Cl)Cl, predict the reaction product. The product is: [Cl:24][C:25]1[CH:30]=[CH:29][C:28]([C:2]2[N:7]=[C:6]([C:8]([NH:10][C:11]3[C:12]([CH3:22])=[C:13]([CH:18]=[CH:19][C:20]=3[CH3:21])[C:14]([O:16][CH3:17])=[O:15])=[O:9])[C:5]([CH3:23])=[CH:4][CH:3]=2)=[CH:27][CH:26]=1. (2) Given the reactants [N:1]1([C:6]2[CH:26]=[CH:25][C:9]([CH2:10][C:11]3[C:12]([CH3:24])=[C:13]([F:23])[C:14]([CH:21]=C)=[C:15]([CH:20]=3)[C:16]([O:18][CH3:19])=[O:17])=[CH:8][CH:7]=2)[CH:5]=[CH:4][CH:3]=[N:2]1.CC(C)=[O:29].C(#N)C.I([O-])(=O)(=O)=O.[Na+], predict the reaction product. The product is: [N:1]1([C:6]2[CH:26]=[CH:25][C:9]([CH2:10][C:11]3[C:12]([CH3:24])=[C:13]([F:23])[C:14]([CH:21]=[O:29])=[C:15]([CH:20]=3)[C:16]([O:18][CH3:19])=[O:17])=[CH:8][CH:7]=2)[CH:5]=[CH:4][CH:3]=[N:2]1. (3) Given the reactants [C:1]([CH:5]1[CH2:10][CH2:9][CH:8]([C:11]2[CH:19]=[CH:18][C:14]([CH:15]=[N:16]O)=[CH:13][C:12]=2[N:20]2[CH2:25][CH2:24][N:23]([CH2:26][CH2:27][CH2:28][CH3:29])[CH2:22][CH2:21]2)[CH2:7][CH2:6]1)([CH3:4])([CH3:3])[CH3:2].C1(S(Cl)(=O)=O)C=CC=CC=1.N1C=CC=CC=1, predict the reaction product. The product is: [C:1]([CH:5]1[CH2:6][CH2:7][CH:8]([C:11]2[CH:19]=[CH:18][C:14]([C:15]#[N:16])=[CH:13][C:12]=2[N:20]2[CH2:25][CH2:24][N:23]([CH2:26][CH2:27][CH2:28][CH3:29])[CH2:22][CH2:21]2)[CH2:9][CH2:10]1)([CH3:4])([CH3:3])[CH3:2]. (4) Given the reactants [NH2:1][C:2]1[C:11]2[N:10]=[CH:9][C:8]([CH2:12][CH2:13][C:14]3[CH:19]=[CH:18][C:17]([OH:20])=[CH:16][CH:15]=3)=[CH:7][C:6]=2[C:5]2[CH:21]=[CH:22][C:23]([CH3:25])=[CH:24][C:4]=2[N:3]=1.Br[CH:27]1[CH2:31][CH2:30][CH2:29][CH2:28]1, predict the reaction product. The product is: [CH:27]1([O:20][C:17]2[CH:16]=[CH:15][C:14]([CH2:13][CH2:12][C:8]3[CH:9]=[N:10][C:11]4[C:6]([CH:7]=3)=[C:5]3[CH:21]=[CH:22][C:23]([CH3:25])=[CH:24][C:4]3=[N:3][C:2]=4[NH2:1])=[CH:19][CH:18]=2)[CH2:31][CH2:30][CH2:29][CH2:28]1.